This data is from Peptide-MHC class II binding affinity with 134,281 pairs from IEDB. The task is: Regression. Given a peptide amino acid sequence and an MHC pseudo amino acid sequence, predict their binding affinity value. This is MHC class II binding data. (1) The peptide sequence is PVGFFTALAVLIECH. The MHC is DRB1_0405 with pseudo-sequence DRB1_0405. The binding affinity (normalized) is 0.612. (2) The peptide sequence is DCCMEILGAVLEAVD. The MHC is DRB1_1302 with pseudo-sequence DRB1_1302. The binding affinity (normalized) is 0.333.